Dataset: Catalyst prediction with 721,799 reactions and 888 catalyst types from USPTO. Task: Predict which catalyst facilitates the given reaction. (1) Reactant: [C:1]([NH:8][CH2:9][CH2:10][C:11]1[CH:16]=[CH:15][CH:14]=[CH:13][CH:12]=1)([O:3][C:4]([CH3:7])([CH3:6])[CH3:5])=[O:2].C(O)(=O)C. Product: [C:1]([NH:8][CH2:9][CH2:10][CH:11]1[CH2:12][CH2:13][CH2:14][CH2:15][CH2:16]1)([O:3][C:4]([CH3:6])([CH3:7])[CH3:5])=[O:2]. The catalyst class is: 847. (2) Reactant: [Cl:1][C:2]1[CH:3]=[C:4]([C:8]2[N:16]3[C:11]([CH:12]=[N:13][C:14](S(C)=O)=[N:15]3)=[CH:10][CH:9]=2)[CH:5]=[CH:6][CH:7]=1.C(N(CC)C(C)C)(C)C.[N:29]1([C:34]2[CH:39]=[CH:38][C:37]([NH2:40])=[CH:36][CH:35]=2)[CH2:33][CH2:32][CH2:31][CH2:30]1. Product: [Cl:1][C:2]1[CH:3]=[C:4]([C:8]2[N:16]3[C:11]([CH:12]=[N:13][C:14]([NH:40][C:37]4[CH:36]=[CH:35][C:34]([N:29]5[CH2:33][CH2:32][CH2:31][CH2:30]5)=[CH:39][CH:38]=4)=[N:15]3)=[CH:10][CH:9]=2)[CH:5]=[CH:6][CH:7]=1. The catalyst class is: 141. (3) Reactant: [C:1]([O:5][C:6]([N:8]1[C:17]2[C:12](=[CH:13][CH:14]=[CH:15][CH:16]=2)[N:11]([C:18]2[CH:23]=[CH:22][C:21]([N:24]3[CH2:29][CH2:28][N:27](C(OCC4C=CC=CC=4)=O)[CH2:26][CH2:25]3)=[CH:20][N:19]=2)[CH2:10][CH2:9]1)=[O:7])([CH3:4])([CH3:3])[CH3:2].[H][H]. Product: [C:1]([O:5][C:6]([N:8]1[C:17]2[C:12](=[CH:13][CH:14]=[CH:15][CH:16]=2)[N:11]([C:18]2[CH:23]=[CH:22][C:21]([N:24]3[CH2:29][CH2:28][NH:27][CH2:26][CH2:25]3)=[CH:20][N:19]=2)[CH2:10][CH2:9]1)=[O:7])([CH3:4])([CH3:2])[CH3:3]. The catalyst class is: 29. (4) Reactant: [C:1]([O:5][C:6]([N:8]1[CH2:13][CH2:12][CH:11]([C:14]2[N:15]([CH2:21][CH2:22][O:23][CH:24]3[CH2:29][CH2:28][CH2:27][CH2:26][O:25]3)[C:16](Br)=[C:17]([Br:19])[N:18]=2)[CH2:10][CH2:9]1)=[O:7])([CH3:4])([CH3:3])[CH3:2].[Li]CCCC. Product: [C:1]([O:5][C:6]([N:8]1[CH2:9][CH2:10][CH:11]([C:14]2[N:15]([CH2:21][CH2:22][O:23][CH:24]3[CH2:29][CH2:28][CH2:27][CH2:26][O:25]3)[CH:16]=[C:17]([Br:19])[N:18]=2)[CH2:12][CH2:13]1)=[O:7])([CH3:4])([CH3:2])[CH3:3]. The catalyst class is: 1. (5) Reactant: C(OC(=O)[NH:7][C:8]1[CH:13]=[C:12]([N:14]([CH3:18])[CH2:15][CH2:16][CH3:17])[C:11]([Cl:19])=[CH:10][C:9]=1[NH2:20])(C)(C)C.C(O[C:27](=[O:43])[CH2:28][C:29](=O)[C:30]1[CH:35]=[CH:34][CH:33]=[C:32]([C:36]2[N:37]=[C:38]([CH3:41])[O:39][CH:40]=2)[CH:31]=1)(C)(C)C.C(O)(C(F)(F)F)=O. Product: [Cl:19][C:11]1[C:12]([N:14]([CH3:18])[CH2:15][CH2:16][CH3:17])=[CH:13][C:8]2[N:7]=[C:29]([C:30]3[CH:35]=[CH:34][CH:33]=[C:32]([C:36]4[N:37]=[C:38]([CH3:41])[O:39][CH:40]=4)[CH:31]=3)[CH2:28][C:27](=[O:43])[NH:20][C:9]=2[CH:10]=1. The catalyst class is: 2. (6) Reactant: [F:1][C:2]1C=[CH:8][C:7]([CH2:10][C:11]2[C:20]3[C:15](=[CH:16][CH:17]=[CH:18][C:19]=3[O:21][CH3:22])[C:14](=[O:23])[NH:13][N:12]=2)=[CH:6][C:3]=1C#N.[OH-:24].[K+].[CH2:26]([OH:28])[CH3:27]. Product: [F:1][C:2]1[CH:3]=[CH:6][C:7]([CH2:10][C:11]2[C:20]3[C:15](=[CH:16][CH:17]=[CH:18][C:19]=3[O:21][CH3:22])[C:14](=[O:23])[NH:13][N:12]=2)=[CH:8][C:27]=1[C:26]([OH:24])=[O:28]. The catalyst class is: 6. (7) Reactant: [CH2:1]([C:8]#[N:9])[C:2]1[CH:7]=[CH:6][CH:5]=[CH:4][CH:3]=1.C(OOC(=O)C1C=CC=CC=1)(=O)C1C=CC=CC=1.[Br:28]N1C(=O)CCC1=O. Product: [Br:28][CH:1]([C:2]1[CH:7]=[CH:6][CH:5]=[CH:4][CH:3]=1)[C:8]#[N:9]. The catalyst class is: 53. (8) Reactant: [Br:1]N1C(=O)CCC1=O.CN(C)C=O.[NH2:14][C:15]1[CH:22]=[C:21]([F:23])[CH:20]=[C:19]([CH3:24])[C:16]=1[C:17]#[N:18]. Product: [NH2:14][C:15]1[C:16]([C:17]#[N:18])=[C:19]([CH3:24])[C:20]([Br:1])=[C:21]([F:23])[CH:22]=1. The catalyst class is: 6. (9) Reactant: [CH:1]([S:4]([C:7]1[CH:12]=[C:11]([CH3:13])[CH:10]=[CH:9][C:8]=1[N+:14]([O-])=O)(=[O:6])=[O:5])([CH3:3])[CH3:2]. Product: [CH:1]([S:4]([C:7]1[CH:12]=[C:11]([CH3:13])[CH:10]=[CH:9][C:8]=1[NH2:14])(=[O:6])=[O:5])([CH3:3])[CH3:2]. The catalyst class is: 770.